Task: Predict the reactants needed to synthesize the given product.. Dataset: Full USPTO retrosynthesis dataset with 1.9M reactions from patents (1976-2016) The reactants are: [CH2:1]([NH:3][C:4]1[C:9]([N+:10]([O-])=O)=[CH:8][N:7]=[C:6]([NH:13][C:14]2[CH:19]=[CH:18][N:17]=[CH:16][CH:15]=2)[N:5]=1)[CH3:2]. Given the product [NH2:10][C:9]1[C:4]([NH:3][CH2:1][CH3:2])=[N:5][C:6]([NH:13][C:14]2[CH:15]=[CH:16][N:17]=[CH:18][CH:19]=2)=[N:7][CH:8]=1, predict the reactants needed to synthesize it.